This data is from Peptide-MHC class I binding affinity with 185,985 pairs from IEDB/IMGT. The task is: Regression. Given a peptide amino acid sequence and an MHC pseudo amino acid sequence, predict their binding affinity value. This is MHC class I binding data. (1) The peptide sequence is KAAGAAVAL. The MHC is HLA-B07:02 with pseudo-sequence HLA-B07:02. The binding affinity (normalized) is 0.551. (2) The peptide sequence is YHDPETAAA. The MHC is HLA-A01:01 with pseudo-sequence HLA-A01:01. The binding affinity (normalized) is 0.213. (3) The peptide sequence is RLFMALVAF. The MHC is HLA-B15:01 with pseudo-sequence HLA-B15:01. The binding affinity (normalized) is 0.884. (4) The peptide sequence is TSTLQEQIGW. The MHC is HLA-B42:01 with pseudo-sequence HLA-B42:01. The binding affinity (normalized) is 0. (5) The peptide sequence is QRSDSSLVDEF. The MHC is H-2-Db with pseudo-sequence H-2-Db. The binding affinity (normalized) is 0. (6) The MHC is HLA-A11:01 with pseudo-sequence HLA-A11:01. The peptide sequence is GTGTHPTTA. The binding affinity (normalized) is 0.0847.